Dataset: Merck oncology drug combination screen with 23,052 pairs across 39 cell lines. Task: Regression. Given two drug SMILES strings and cell line genomic features, predict the synergy score measuring deviation from expected non-interaction effect. Drug 1: Nc1ccn(C2OC(CO)C(O)C2(F)F)c(=O)n1. Drug 2: Cn1nnc2c(C(N)=O)ncn2c1=O. Cell line: A2780. Synergy scores: synergy=0.110.